Task: Regression. Given a peptide amino acid sequence and an MHC pseudo amino acid sequence, predict their binding affinity value. This is MHC class I binding data.. Dataset: Peptide-MHC class I binding affinity with 185,985 pairs from IEDB/IMGT The peptide sequence is YQAVVPLVY. The binding affinity (normalized) is 0.0131. The MHC is HLA-A23:01 with pseudo-sequence HLA-A23:01.